From a dataset of Catalyst prediction with 721,799 reactions and 888 catalyst types from USPTO. Predict which catalyst facilitates the given reaction. (1) Product: [C:19]([O:23][C:24]([N:26]1[CH2:27][CH2:28][C:29]2([O:34][CH2:33][CH2:32][N:31]([CH2:11][C:9]3[S:10][C:5]4[C:4]([N:13]5[CH2:18][CH2:17][O:16][CH2:15][CH2:14]5)=[N:3][C:2]([Cl:1])=[N:7][C:6]=4[CH:8]=3)[CH2:30]2)[CH2:35][CH2:36]1)=[O:25])([CH3:22])([CH3:20])[CH3:21]. The catalyst class is: 68. Reactant: [Cl:1][C:2]1[N:3]=[C:4]([N:13]2[CH2:18][CH2:17][O:16][CH2:15][CH2:14]2)[C:5]2[S:10][C:9]([CH:11]=O)=[CH:8][C:6]=2[N:7]=1.[C:19]([O:23][C:24]([N:26]1[CH2:36][CH2:35][C:29]2([O:34][CH2:33][CH2:32][NH:31][CH2:30]2)[CH2:28][CH2:27]1)=[O:25])([CH3:22])([CH3:21])[CH3:20].C(O[BH-](OC(=O)C)OC(=O)C)(=O)C.[Na+]. (2) Reactant: [NH2:1][C:2]1[CH:3]=[CH:4][C:5]([C:14]([CH3:18])([CH3:17])[C:15]#[N:16])=[C:6]([C:8]2[CH:13]=[CH:12][CH:11]=[CH:10][CH:9]=2)[CH:7]=1.[CH3:19][O:20][C:21]1[CH:22]=[C:23]([CH:27]=[CH:28][C:29]=1[O:30][CH3:31])[C:24](Cl)=[O:25].C(N(CC)CC)C. Product: [C:15]([C:14]([CH3:18])([CH3:17])[C:5]1[C:6]([C:8]2[CH:13]=[CH:12][CH:11]=[CH:10][CH:9]=2)=[CH:7][C:2]([NH:1][C:24](=[O:25])[C:23]2[CH:27]=[CH:28][C:29]([O:30][CH3:31])=[C:21]([O:20][CH3:19])[CH:22]=2)=[CH:3][CH:4]=1)#[N:16]. The catalyst class is: 2. (3) Reactant: [Cl:1][C:2]1[CH:11]=[CH:10][C:9]2[N:8]=[C:7]([CH3:12])[CH:6]=[CH:5][C:4]=2[C:3]=1[C:13]([OH:15])=O.[C:16](Cl)(=O)[C:17](Cl)=O.Cl. Product: [ClH:1].[Cl:1][C:2]1[CH:11]=[CH:10][C:9]2[N:8]=[C:7]([CH3:12])[CH:6]=[CH:5][C:4]=2[C:3]=1[C:13]([NH:8][CH2:7][C@@H:6]([C:17]1[CH:16]=[CH:4][CH:3]=[CH:2][CH:11]=1)[CH3:5])=[O:15]. The catalyst class is: 120. (4) Reactant: Br.[Br:2][CH2:3][CH2:4][CH2:5][NH2:6].C(N(CC)CC)C.[CH3:14][C:15]([O:18][C:19](O[C:19]([O:18][C:15]([CH3:17])([CH3:16])[CH3:14])=[O:20])=[O:20])([CH3:17])[CH3:16].C(OCC)(=O)C. Product: [C:19]([CH:5]([NH2:6])[CH2:4][CH2:3][Br:2])([O:18][C:15]([CH3:17])([CH3:16])[CH3:14])=[O:20]. The catalyst class is: 4. (5) Reactant: [Br:1][C:2]1[N:7]=[CH:6][C:5]([CH2:8][OH:9])=[C:4]([I:10])[CH:3]=1.[Cr](O[Cr]([O-])(=O)=O)([O-])(=O)=O.[NH+]1C=CC=CC=1.[NH+]1C=CC=CC=1. Product: [Br:1][C:2]1[CH:3]=[C:4]([I:10])[C:5]([CH:8]=[O:9])=[CH:6][N:7]=1. The catalyst class is: 2. (6) Reactant: [CH2:1]=[C:2]1[CH2:16][C@@H:5]2[CH2:6][N:7](C(OC(C)(C)C)=O)[CH2:8][C@@H:4]2[CH2:3]1.C(O)(C(F)(F)F)=O.CCC1(C2C=CC(N)=CC=2)C(=O)NC(=O)CC1.[OH-]. The catalyst class is: 5. Product: [CH3:1][C:2]1[CH2:3][C@H:4]2[CH2:8][NH:7][CH2:6][C@H:5]2[CH:16]=1. (7) Reactant: II.[C:3]1(P(C2C=CC=CC=2)C2C=CC=CC=2)C=CC=C[CH:4]=1.C(N(CC)CC)C.C([CH:32]([N:37]1[C:41]([CH2:42][CH3:43])=[C:40]([O:44][C:45]2[CH:50]=[CH:49][C:48]([C:51]#[N:52])=[CH:47][CH:46]=2)[C:39]([CH2:53][CH3:54])=[N:38]1)[C:33]([NH:35][NH2:36])=[O:34])(=O)C. Product: [CH2:53]([C:39]1[C:40]([O:44][C:45]2[CH:46]=[CH:47][C:48]([C:51]#[N:52])=[CH:49][CH:50]=2)=[C:41]([CH2:42][CH3:43])[N:37]([CH2:32][C:33]2[O:34][C:3]([CH3:4])=[N:36][N:35]=2)[N:38]=1)[CH3:54]. The catalyst class is: 4. (8) The catalyst class is: 19. Reactant: [CH2:1]([C:3]1[CH:4]=[C:5]([C:21]2[CH2:26][CH2:25][N:24]([C:27]([O:29][C:30]([CH3:33])([CH3:32])[CH3:31])=[O:28])[CH2:23][CH:22]=2)[CH:6]=[CH:7][C:8]=1[N:9]([CH3:20])[C:10]1[N:15]=[CH:14][C:13]2[N:16]=[CH:17][N:18]([CH3:19])[C:12]=2[CH:11]=1)[CH3:2]. Product: [CH2:1]([C:3]1[CH:4]=[C:5]([CH:21]2[CH2:22][CH2:23][N:24]([C:27]([O:29][C:30]([CH3:31])([CH3:33])[CH3:32])=[O:28])[CH2:25][CH2:26]2)[CH:6]=[CH:7][C:8]=1[N:9]([CH3:20])[C:10]1[N:15]=[CH:14][C:13]2[N:16]=[CH:17][N:18]([CH3:19])[C:12]=2[CH:11]=1)[CH3:2]. (9) Reactant: [F:1][C:2]1[C:7](F)=[CH:6][C:5]([NH2:9])=[C:4]([N+:10]([O-:12])=[O:11])[CH:3]=1.C(=O)([O-])[O-].[K+].[K+].[CH2:19]([SH:22])[CH2:20][CH3:21]. Product: [F:1][C:2]1[C:7]([S:22][CH2:19][CH2:20][CH3:21])=[CH:6][C:5]([NH2:9])=[C:4]([N+:10]([O-:12])=[O:11])[CH:3]=1. The catalyst class is: 3.